From a dataset of Catalyst prediction with 721,799 reactions and 888 catalyst types from USPTO. Predict which catalyst facilitates the given reaction. (1) Reactant: [F:1][C:2]1[CH:7]=[C:6]([N:8]2[CH2:12][C@H:11]([CH2:13][N:14]3[CH:18]=[CH:17][N:16]=[N:15]3)[O:10][C:9]2=[O:19])[CH:5]=[CH:4][C:3]=1[C:20]1[CH:21]=[CH:22][C:23]([C:26]2[CH2:30][C@@H:29]([CH2:31][O:32][CH2:33][CH2:34][N:35]([CH3:44])[CH2:36][C:37]([O:39]C(C)(C)C)=[O:38])[O:28][N:27]=2)=[N:24][CH:25]=1. Product: [F:1][C:2]1[CH:7]=[C:6]([N:8]2[CH2:12][C@H:11]([CH2:13][N:14]3[CH:18]=[CH:17][N:16]=[N:15]3)[O:10][C:9]2=[O:19])[CH:5]=[CH:4][C:3]=1[C:20]1[CH:21]=[CH:22][C:23]([C:26]2[CH2:30][C@@H:29]([CH2:31][O:32][CH2:33][CH2:34][N:35]([CH3:44])[CH2:36][C:37]([OH:39])=[O:38])[O:28][N:27]=2)=[N:24][CH:25]=1. The catalyst class is: 55. (2) Reactant: [N+:1]([C:4]1[CH:11]=[C:8]([CH:9]=O)[C:7]([OH:12])=[CH:6][CH:5]=1)([O-:3])=[O:2].[NH2:13][C:14]([CH2:20][C:21]#[N:22])=[C:15]([C:18]#[N:19])[C:16]#[N:17].C(O)(=O)C.C([SiH](CC)CC)C. Product: [NH2:17][C:16]1[N:22]=[C:21]2[O:12][C:7]3[C:8]([CH2:9][C:20]2=[C:14]([NH2:13])[C:15]=1[C:18]#[N:19])=[CH:11][C:4]([N+:1]([O-:3])=[O:2])=[CH:5][CH:6]=3. The catalyst class is: 8. (3) Reactant: [CH:1]([C:3]1[CH:10]=[CH:9][C:6]([C:7]#[N:8])=[CH:5][C:4]=1[O:11][CH3:12])=O.[C:13]([CH:15]=[C:16]([O-])[CH3:17])#[N:14].[Na+].[NH2:20][C:21]1[CH:26]=[CH:25][NH:24][C:23](=[O:27])[CH:22]=1.C(O)(=O)C. Product: [C:7]([C:6]1[CH:9]=[CH:10][C:3]([CH:1]2[C:22]3[C:23](=[O:27])[NH:24][CH:25]=[CH:26][C:21]=3[NH:20][C:16]([CH3:17])=[C:15]2[C:13]#[N:14])=[C:4]([O:11][CH3:12])[CH:5]=1)#[N:8]. The catalyst class is: 32. (4) Reactant: [CH:1]([N:4]1[C:8]([C:9]2[S:10][C:11]3[CH2:12][CH2:13][O:14][C:15]4[CH:22]=[C:21]([CH:23]5[CH2:26][N:25](C(O)=O)[CH2:24]5)[CH:20]=[CH:19][C:16]=4[C:17]=3[N:18]=2)=[N:7][CH:6]=[N:5]1)([CH3:3])[CH3:2].C(O)(C(F)(F)F)=O. Product: [NH:25]1[CH2:26][CH:23]([C:21]2[CH:20]=[CH:19][C:16]3[C:17]4[N:18]=[C:9]([C:8]5[N:4]([CH:1]([CH3:3])[CH3:2])[N:5]=[CH:6][N:7]=5)[S:10][C:11]=4[CH2:12][CH2:13][O:14][C:15]=3[CH:22]=2)[CH2:24]1. The catalyst class is: 2. (5) Reactant: [NH2:1][C:2]1[CH:3]=[C:4]([NH:8][C:9]2[CH:14]=[C:13]([CH3:15])[N:12]=[C:11]([NH2:16])[N:10]=2)[CH:5]=[CH:6][CH:7]=1.N1C=CC=CC=1.[N+:23]([C:26]1[CH:34]=[CH:33][C:29]([C:30](Cl)=[O:31])=[CH:28][CH:27]=1)([O-:25])=[O:24].N. Product: [NH2:16][C:11]1[N:10]=[C:9]([NH:8][C:4]2[CH:3]=[C:2]([NH:1][C:30](=[O:31])[C:29]3[CH:28]=[CH:27][C:26]([N+:23]([O-:25])=[O:24])=[CH:34][CH:33]=3)[CH:7]=[CH:6][CH:5]=2)[CH:14]=[C:13]([CH3:15])[N:12]=1. The catalyst class is: 38. (6) Reactant: [CH2:1]([O:8][N:9]1[C:12]2([CH:17]=[CH:16][C:15](=[O:18])[CH:14]([OH:19])[CH:13]2[OH:20])[CH2:11][C:10]1=[O:21])[C:2]1[CH:7]=[CH:6][CH:5]=[CH:4][CH:3]=1.N1C=CN=C1.[Si:27](Cl)([C:30]([CH3:33])([CH3:32])[CH3:31])([CH3:29])[CH3:28]. Product: [CH2:1]([O:8][N:9]1[C:12]2([CH:17]=[CH:16][C:15](=[O:18])[CH:14]([O:19][Si:27]([C:30]([CH3:33])([CH3:32])[CH3:31])([CH3:29])[CH3:28])[CH:13]2[OH:20])[CH2:11][C:10]1=[O:21])[C:2]1[CH:7]=[CH:6][CH:5]=[CH:4][CH:3]=1. The catalyst class is: 3.